This data is from Full USPTO retrosynthesis dataset with 1.9M reactions from patents (1976-2016). The task is: Predict the reactants needed to synthesize the given product. (1) The reactants are: CC(OC(/N=N/C(OC(C)C)=O)=O)C.[OH:15][C:16]1[CH:25]=[CH:24][C:19]([C:20]([O:22][CH3:23])=[O:21])=[CH:18][CH:17]=1.[Cl:26][C:27]1[CH:28]=[C:29]([CH2:33]O)[CH:30]=[N:31][CH:32]=1.C1C=CC(P(C2C=CC=CC=2)C2C=CC=CC=2)=CC=1. Given the product [Cl:26][C:27]1[CH:28]=[C:29]([CH2:33][O:15][C:16]2[CH:17]=[CH:18][C:19]([C:20]([O:22][CH3:23])=[O:21])=[CH:24][CH:25]=2)[CH:30]=[N:31][CH:32]=1, predict the reactants needed to synthesize it. (2) Given the product [OH:7][CH2:8][CH2:9][O:10][C:11]1[CH:12]=[CH:13][C:14]([N:17]2[C:21]3[CH:22]=[CH:23][C:24]([C:26]4[CH:27]=[CH:28][C:29]([C:30]([OH:32])=[O:31])=[CH:35][CH:36]=4)=[CH:25][C:20]=3[N:19]=[CH:18]2)=[CH:15][CH:16]=1, predict the reactants needed to synthesize it. The reactants are: O1CCCCC1[O:7][CH2:8][CH2:9][O:10][C:11]1[CH:16]=[CH:15][C:14]([N:17]2[C:21]3[CH:22]=[CH:23][C:24]([C:26]4[CH:36]=[CH:35][C:29]([C:30]([O:32]CC)=[O:31])=[CH:28][CH:27]=4)=[CH:25][C:20]=3[N:19]=[CH:18]2)=[CH:13][CH:12]=1.FC(F)(F)S(OC1C=CC2N(C3C=CC(OCCOC4CCCCO4)=CC=3)C=NC=2C=1)(=O)=O.[OH-].[Na+]. (3) The reactants are: C([O:4][C:5]1[CH:10]=[CH:9][C:8]([C:11]2[N:12]=[C:13]([CH2:42][C:43]3[CH:48]=[CH:47][CH:46]=[CH:45][CH:44]=3)[C:14]([N:17](S(C3C=CC([N+]([O-])=O)=CC=3)(=O)=O)[S:18]([C:21]3[CH:26]=[CH:25][C:24]([N+:27]([O-:29])=[O:28])=[CH:23][CH:22]=3)(=[O:20])=[O:19])=[N:15][CH:16]=2)=[CH:7][CH:6]=1)(=O)C.[OH-].[Na+]. Given the product [CH2:42]([C:13]1[C:14]([NH:17][S:18]([C:21]2[CH:22]=[CH:23][C:24]([N+:27]([O-:29])=[O:28])=[CH:25][CH:26]=2)(=[O:19])=[O:20])=[N:15][CH:16]=[C:11]([C:8]2[CH:9]=[CH:10][C:5]([OH:4])=[CH:6][CH:7]=2)[N:12]=1)[C:43]1[CH:48]=[CH:47][CH:46]=[CH:45][CH:44]=1, predict the reactants needed to synthesize it. (4) Given the product [CH2:11]([O:1][C:2]1[CH:7]=[CH:6][C:5]([C:8](=[O:10])[CH3:9])=[CH:4][CH:3]=1)[C:12]1[CH:17]=[CH:16][CH:15]=[CH:14][CH:13]=1, predict the reactants needed to synthesize it. The reactants are: [OH:1][C:2]1[CH:7]=[CH:6][C:5]([C:8](=[O:10])[CH3:9])=[CH:4][CH:3]=1.[CH2:11](Br)[C:12]1[CH:17]=[CH:16][CH:15]=[CH:14][CH:13]=1.C(=O)([O-])[O-].[Cs+].[Cs+]. (5) Given the product [CH2:20]([O:10][C:8]1[C:7]([N+:11]([O-:13])=[O:12])=[CH:6][C:3]([CH:4]=[O:5])=[C:2]([F:1])[CH:9]=1)[C:14]1[CH:19]=[CH:18][CH:17]=[CH:16][CH:15]=1, predict the reactants needed to synthesize it. The reactants are: [F:1][C:2]1[CH:9]=[C:8]([OH:10])[C:7]([N+:11]([O-:13])=[O:12])=[CH:6][C:3]=1[CH:4]=[O:5].[C:14]1([CH2:20]O)[CH:19]=[CH:18][CH:17]=[CH:16][CH:15]=1.C1(P(C2C=CC=CC=2)C2C=CC=CC=2)C=CC=CC=1.N(C(OC(C)C)=O)=NC(OC(C)C)=O. (6) Given the product [CH3:7][CH2:8][C@@:9]1([OH:37])[C:14](=[O:15])[O:13][CH2:12][C:11]2[C:16]([N:18]3[C:35](=[CH:36][C:10]1=2)[C:34]1[N:33]=[C:23]2[CH:24]=[CH:25][C:26]([OH:32])=[C:27]([CH2:28][N:29]([CH3:30])[CH3:31])[C:22]2=[CH:21][C:20]=1[CH2:19]3)=[O:17], predict the reactants needed to synthesize it. The reactants are: [Na].C(=O)(O)[O-].[Na+].[CH3:7][CH2:8][C@@:9]1([OH:37])[C:14](=[O:15])[O:13][CH2:12][C:11]2[C:16]([N:18]3[C:35](=[CH:36][C:10]1=2)[C:34]1[N:33]=[C:23]2[CH:24]=[CH:25][C:26]([OH:32])=[C:27]([CH2:28][N:29]([CH3:31])[CH3:30])[C:22]2=[CH:21][C:20]=1[CH2:19]3)=[O:17].Cl.CC#N. (7) Given the product [S:1]1[C:5]2[CH:6]=[CH:7][CH:8]=[CH:9][C:4]=2[C:3]([C:10]([NH:13][C:14]2[C:15]([C:20]([NH:22][CH2:23][CH:24]3[CH2:25][CH2:26][O:27][CH2:28][CH2:29]3)=[O:21])=[N:16][CH:17]=[CH:18][CH:19]=2)=[O:11])=[CH:2]1, predict the reactants needed to synthesize it. The reactants are: [S:1]1[C:5]2[CH:6]=[CH:7][CH:8]=[CH:9][C:4]=2[C:3]([C:10](Cl)=[O:11])=[CH:2]1.[NH2:13][C:14]1[C:15]([C:20]([NH:22][CH2:23][CH:24]2[CH2:29][CH2:28][O:27][CH2:26][CH2:25]2)=[O:21])=[N:16][CH:17]=[CH:18][CH:19]=1. (8) Given the product [C:17]([O:21][C:22]([N:24]1[CH2:29][CH2:28][C:27]([CH:33]([OH:34])[C:2]2[CH:11]=[CH:10][C:9]3[C:4](=[CH:5][CH:6]=[CH:7][CH:8]=3)[N:3]=2)([CH2:30][CH2:31][CH3:32])[CH2:26][CH2:25]1)=[O:23])([CH3:19])([CH3:20])[CH3:18], predict the reactants needed to synthesize it. The reactants are: I[C:2]1[CH:11]=[CH:10][C:9]2[C:4](=[CH:5][CH:6]=[CH:7][CH:8]=2)[N:3]=1.C([Mg]Cl)(C)C.[C:17]([O:21][C:22]([N:24]1[CH2:29][CH2:28][C:27]([CH:33]=[O:34])([CH2:30][CH2:31][CH3:32])[CH2:26][CH2:25]1)=[O:23])([CH3:20])([CH3:19])[CH3:18]. (9) Given the product [ClH:1].[F:17][C:18]1[CH:24]=[C:23]([CH3:25])[C:22]([OH:26])=[CH:21][C:19]=1[NH:20][C:2]1[C:11]2[C:6](=[CH:7][C:8]([O:12][CH2:13][CH2:14][O:15][CH3:16])=[CH:9][CH:10]=2)[N:5]=[N:4][CH:3]=1, predict the reactants needed to synthesize it. The reactants are: [Cl:1][C:2]1[C:11]2[C:6](=[CH:7][C:8]([O:12][CH2:13][CH2:14][O:15][CH3:16])=[CH:9][CH:10]=2)[N:5]=[N:4][CH:3]=1.[F:17][C:18]1[CH:24]=[C:23]([CH3:25])[C:22]([OH:26])=[CH:21][C:19]=1[NH2:20].Cl.